From a dataset of Retrosynthesis with 50K atom-mapped reactions and 10 reaction types from USPTO. Predict the reactants needed to synthesize the given product. (1) The reactants are: O=C(O)c1ccc(O)c(I)c1.O=[N+]([O-])c1ccc(CO)c(S)c1. Given the product O=C(O)c1ccc(O)c(Sc2cc([N+](=O)[O-])ccc2CO)c1, predict the reactants needed to synthesize it. (2) Given the product C[C@@H]1[C@H](c2ccccc2)OC(=O)N1CC(=O)OCc1ccccc1, predict the reactants needed to synthesize it. The reactants are: C[C@H]1NC(=O)O[C@H]1c1ccccc1.O=C(CBr)OCc1ccccc1. (3) Given the product COc1cc(C)ccc1C1(c2ccccc2O)CC1, predict the reactants needed to synthesize it. The reactants are: COCOc1ccccc1C1(c2ccc(C)cc2OC)CC1.